From a dataset of Peptide-MHC class I binding affinity with 185,985 pairs from IEDB/IMGT. Regression. Given a peptide amino acid sequence and an MHC pseudo amino acid sequence, predict their binding affinity value. This is MHC class I binding data. (1) The MHC is Patr-A0701 with pseudo-sequence Patr-A0701. The peptide sequence is RYPLTFGW. The binding affinity (normalized) is 0.00786. (2) The peptide sequence is HSDTHGLYW. The MHC is HLA-B46:01 with pseudo-sequence HLA-B46:01. The binding affinity (normalized) is 0.0847. (3) The peptide sequence is YGIKTWQTM. The MHC is H-2-Kb with pseudo-sequence H-2-Kb. The binding affinity (normalized) is 0.340. (4) The peptide sequence is VSWKNKEL. The MHC is H-2-Db with pseudo-sequence H-2-Db. The binding affinity (normalized) is 0. (5) The peptide sequence is VLSIMAFIL. The MHC is HLA-A02:06 with pseudo-sequence HLA-A02:06. The binding affinity (normalized) is 0.274.